Dataset: Forward reaction prediction with 1.9M reactions from USPTO patents (1976-2016). Task: Predict the product of the given reaction. (1) The product is: [F:32][C:31]([F:34])([F:33])[C:28]1[CH:27]=[N:26][C:25]([N:14]2[CH2:13][CH2:12][C:11]3([CH2:7][N:8]([C:17]([O:19][C:20]([CH3:23])([CH3:22])[CH3:21])=[O:18])[CH2:9][CH2:10]3)[CH2:16][CH2:15]2)=[N:30][CH:29]=1. Given the reactants CC(C)([O-])C.[Na+].[CH2:7]1[C:11]2([CH2:16][CH2:15][NH:14][CH2:13][CH2:12]2)[CH2:10][CH2:9][N:8]1[C:17]([O:19][C:20]([CH3:23])([CH3:22])[CH3:21])=[O:18].Cl[C:25]1[N:30]=[CH:29][C:28]([C:31]([F:34])([F:33])[F:32])=[CH:27][N:26]=1.C1C=CC(P(C2C(C3C(P(C4C=CC=CC=4)C4C=CC=CC=4)=CC=C4C=3C=CC=C4)=C3C(C=CC=C3)=CC=2)C2C=CC=CC=2)=CC=1, predict the reaction product. (2) Given the reactants Br[CH2:2][C:3]1[C:4]([Cl:11])=[C:5]([CH:8]=[CH:9][CH:10]=1)[C:6]#[N:7].[N-:12]=[N+]=[N-].[Na+].C1(P(C2C=CC=CC=2)C2C=CC=CC=2)C=CC=CC=1.Cl, predict the reaction product. The product is: [Cl:11][C:4]1[C:5]([C:6]#[N:7])=[CH:8][CH:9]=[CH:10][C:3]=1[CH2:2][NH2:12]. (3) The product is: [NH2:1][C:2]1[CH:3]=[CH:4][C:5]([S:12][C:13]2[CH:18]=[CH:17][CH:16]=[CH:15][C:14]=2[CH2:19][OH:20])=[C:6]([CH2:7][OH:8])[CH:11]=1. Given the reactants [NH2:1][C:2]1[CH:3]=[CH:4][C:5]([S:12][C:13]2[CH:18]=[CH:17][CH:16]=[CH:15][C:14]=2[C:19](OC)=[O:20])=[C:6]([CH:11]=1)[C:7](OC)=[O:8].S(C1C=CC=CC=1C(OC)=O)C1C=CC=CC=1C(OC)=O, predict the reaction product. (4) Given the reactants [F:1][C:2]([F:26])([F:25])[C:3]([C:18]1[CH:19]=[C:20]([OH:24])[CH:21]=[CH:22][CH:23]=1)([O:8][CH2:9][C:10]1[CH:15]=[CH:14][C:13]([O:16][CH3:17])=[CH:12][CH:11]=1)[C:4]([F:7])([F:6])[F:5].Br[CH2:28][CH2:29][CH2:30][OH:31].C([O-])([O-])=O.[Cs+].[Cs+].[I-].[K+], predict the reaction product. The product is: [F:1][C:2]([F:25])([F:26])[C:3]([C:18]1[CH:19]=[C:20]([CH:21]=[CH:22][CH:23]=1)[O:24][CH2:28][CH2:29][CH2:30][OH:31])([O:8][CH2:9][C:10]1[CH:11]=[CH:12][C:13]([O:16][CH3:17])=[CH:14][CH:15]=1)[C:4]([F:6])([F:5])[F:7]. (5) Given the reactants [CH:1]1[C:13]2[CH:12]([CH2:14][O:15][C:16]([NH:18][C@@H:19]3[C:30](=[O:31])[O:29][C@H:28]([C:32]4[CH:37]=[CH:36][CH:35]=[CH:34][CH:33]=4)[CH2:27][NH:26][C:25](=[O:38])[C@H:24]([CH2:39][C:40](OC(C)(C)C)=[O:41])[CH2:23][CH:22]=[CH:21][CH2:20]3)=[O:17])[C:11]3[C:6](=[CH:7][CH:8]=[CH:9][CH:10]=3)[C:5]=2[CH:4]=[CH:3][CH:2]=1.C([SiH](CC)CC)C.FC(F)(F)C(O)=O.[Cl:61][C:62]1[CH:69]=[CH:68][C:65]([CH2:66][NH2:67])=[CH:64][CH:63]=1, predict the reaction product. The product is: [Cl:61][C:62]1[CH:69]=[CH:68][C:65]([CH2:66][NH:67][C:40](=[O:41])[CH2:39][C@@H:24]2[CH2:23][CH:22]=[CH:21][CH2:20][C@H:19]([NH:18][C:16](=[O:17])[O:15][CH2:14][CH:12]3[C:11]4[CH:10]=[CH:9][CH:8]=[CH:7][C:6]=4[C:5]4[C:13]3=[CH:1][CH:2]=[CH:3][CH:4]=4)[C:30](=[O:31])[O:29][C@H:28]([C:32]3[CH:33]=[CH:34][CH:35]=[CH:36][CH:37]=3)[CH2:27][NH:26][C:25]2=[O:38])=[CH:64][CH:63]=1. (6) Given the reactants [C:1]([N:4]1[CH2:9][CH2:8][CH:7]([CH2:10][C:11]([NH:13][C:14]2[CH:19]=[CH:18][C:17](Br)=[CH:16][CH:15]=2)=[O:12])[CH2:6][CH2:5]1)(=[O:3])[CH3:2].[CH3:21][O:22][C:23]1[CH:28]=[CH:27][CH:26]=[CH:25][C:24]=1B(O)O, predict the reaction product. The product is: [C:1]([N:4]1[CH2:9][CH2:8][CH:7]([CH2:10][C:11]([NH:13][C:14]2[CH:19]=[CH:18][C:17]([C:24]3[CH:25]=[CH:26][CH:27]=[CH:28][C:23]=3[O:22][CH3:21])=[CH:16][CH:15]=2)=[O:12])[CH2:6][CH2:5]1)(=[O:3])[CH3:2]. (7) Given the reactants C[Al](C)C.[CH3:5][C:6]1[CH:15]=[CH:14][C:13]2[C:8](=[CH:9][CH:10]=[CH:11][C:12]=2[N:16]2[CH2:21][CH2:20][N:19]([CH2:22][CH2:23][C:24]3[CH:25]=[C:26]([CH:28]=[CH:29][CH:30]=3)[NH2:27])[CH2:18][CH2:17]2)[N:7]=1.[C:31]1([C:40]2[C:35](=[CH:36][CH:37]=[CH:38][CH:39]=2)[CH2:34]O1)=[O:32].C(N(CC)C(C)C)(C)C.CS(Cl)(=O)=O, predict the reaction product. The product is: [CH3:5][C:6]1[CH:15]=[CH:14][C:13]2[C:8](=[CH:9][CH:10]=[CH:11][C:12]=2[N:16]2[CH2:17][CH2:18][N:19]([CH2:22][CH2:23][C:24]3[CH:25]=[C:26]([N:27]4[CH2:34][C:35]5[C:40](=[CH:39][CH:38]=[CH:37][CH:36]=5)[C:31]4=[O:32])[CH:28]=[CH:29][CH:30]=3)[CH2:20][CH2:21]2)[N:7]=1. (8) Given the reactants C([O:3][C:4](=[O:26])[C:5]1[CH:10]=[CH:9][C:8]([Br:11])=[C:7]([CH2:12][N:13]([CH2:19][C:20]2[CH:25]=[CH:24][CH:23]=[CH:22][CH:21]=2)[C:14]([CH:16]2[CH2:18][CH2:17]2)=[O:15])[CH:6]=1)C.[Li+].[OH-].O.Cl, predict the reaction product. The product is: [CH2:19]([N:13]([CH2:12][C:7]1[CH:6]=[C:5]([CH:10]=[CH:9][C:8]=1[Br:11])[C:4]([OH:26])=[O:3])[C:14]([CH:16]1[CH2:17][CH2:18]1)=[O:15])[C:20]1[CH:25]=[CH:24][CH:23]=[CH:22][CH:21]=1. (9) Given the reactants [CH2:1]([O:4][N:5]([C@H:18]1[CH2:23][N:22](C(OC(C)(C)C)=O)[C@H:21]([CH2:31][O:32][CH3:33])[CH:20]=[C:19]1[C:34](=[O:38])[N:35]([CH3:37])[CH3:36])[S:6]([C:9]1[CH:14]=[CH:13][CH:12]=[CH:11][C:10]=1[N+:15]([O-:17])=[O:16])(=[O:8])=[O:7])[CH:2]=[CH2:3].FC(F)(F)C(O)=O, predict the reaction product. The product is: [CH2:1]([O:4][N:5]([C@@H:18]1[C:19]([C:34]([N:35]([CH3:37])[CH3:36])=[O:38])=[CH:20][C@@H:21]([CH2:31][O:32][CH3:33])[NH:22][CH2:23]1)[S:6]([C:9]1[CH:14]=[CH:13][CH:12]=[CH:11][C:10]=1[N+:15]([O-:17])=[O:16])(=[O:8])=[O:7])[CH:2]=[CH2:3]. (10) The product is: [NH2:1][CH2:2][C@@H:3]([C:15]([O:17][C:9]([CH3:14])([CH3:10])[CH3:8])=[O:16])[NH:4][C:5]([O:7][CH2:8][C:9]1[CH:14]=[CH:13][CH:12]=[CH:11][CH:10]=1)=[O:6]. Given the reactants [NH2:1][CH2:2][C@@H:3]([C:15]([OH:17])=[O:16])[NH:4][C:5]([O:7][CH2:8][C:9]1[CH:14]=[CH:13][CH:12]=[CH:11][CH:10]=1)=[O:6], predict the reaction product.